Dataset: Catalyst prediction with 721,799 reactions and 888 catalyst types from USPTO. Task: Predict which catalyst facilitates the given reaction. (1) Reactant: [CH2:1]1[CH2:6][C@H:5]([C:7]([OH:9])=[O:8])[CH2:4][CH2:3][C@H:2]1[CH2:10][NH2:11].Cl[Si](C)(C)C.CN1CCOCC1.Cl[CH2:25][CH2:26][O:27][C:28](Cl)=[O:29].[C:31]([OH:35])(=[O:34])[CH2:32][CH3:33]. Product: [C:31]([O:35][CH2:25][CH2:26][O:27][C:28]([NH:11][CH2:10][C@H:2]1[CH2:3][CH2:4][C@H:5]([C:7]([OH:9])=[O:8])[CH2:6][CH2:1]1)=[O:29])(=[O:34])[CH2:32][CH3:33]. The catalyst class is: 4. (2) Reactant: C(OC([N:8]1[CH2:13][CH2:12][N:11]([C:14]2[CH:19]=[CH:18][C:17]([O:20][C:21]([F:24])([F:23])[F:22])=[C:16]([NH:25][C:26]3[N:31]=[C:30]([C:32]4[N:33]([CH3:40])[CH:34]=[C:35]([C:37](=[O:39])[NH2:38])[CH:36]=4)[CH:29]=[CH:28][N:27]=3)[CH:15]=2)[CH2:10][CH2:9]1)=O)(C)(C)C. Product: [CH3:40][N:33]1[C:32]([C:30]2[CH:29]=[CH:28][N:27]=[C:26]([NH:25][C:16]3[CH:15]=[C:14]([N:11]4[CH2:12][CH2:13][NH:8][CH2:9][CH2:10]4)[CH:19]=[CH:18][C:17]=3[O:20][C:21]([F:24])([F:23])[F:22])[N:31]=2)=[CH:36][C:35]([C:37]([NH2:38])=[O:39])=[CH:34]1. The catalyst class is: 393. (3) Reactant: [CH2:1]1[CH:5]2[CH2:6][NH:7][CH2:8][CH:4]2[CH2:3][O:2]1.C([O-])([O-])=O.[K+].[K+].[Cl:15][CH2:16][CH2:17][CH2:18]Br. Product: [Cl:15][CH2:16][CH2:17][CH2:18][N:7]1[CH2:6][CH:5]2[CH2:1][O:2][CH2:3][CH:4]2[CH2:8]1. The catalyst class is: 21. (4) Reactant: [CH2:1]([O:3][CH:4]([O:18][CH2:19][CH3:20])[C@@H:5]([NH:7]C(=O)OCC1C=CC=CC=1)[CH3:6])[CH3:2].[H][H]. Product: [CH2:1]([O:3][CH:4]([O:18][CH2:19][CH3:20])[C@@H:5]([NH2:7])[CH3:6])[CH3:2]. The catalyst class is: 29. (5) Reactant: [C:1]1([C:11]([NH:13][C:14]2[CH:22]=[CH:21][C:20]([N+:23]([O-:25])=[O:24])=[CH:19][C:15]=2[C:16](O)=[O:17])=[O:12])[C:10]2[C:5](=[CH:6][CH:7]=[CH:8][CH:9]=2)[CH:4]=[CH:3][CH:2]=1.CN(C(ON1N=NC2C=CC=NC1=2)=[N+](C)C)C.F[P-](F)(F)(F)(F)F.[CH:50]1([CH2:56][NH2:57])[CH2:55][CH2:54][CH2:53][CH2:52][CH2:51]1. Product: [CH:50]1([CH2:56][NH:57][C:16]([C:15]2[CH:19]=[C:20]([N+:23]([O-:25])=[O:24])[CH:21]=[CH:22][C:14]=2[NH:13][C:11]([C:1]2[C:10]3[C:5](=[CH:6][CH:7]=[CH:8][CH:9]=3)[CH:4]=[CH:3][CH:2]=2)=[O:12])=[O:17])[CH2:55][CH2:54][CH2:53][CH2:52][CH2:51]1. The catalyst class is: 3. (6) Reactant: [F:1][C:2]1[CH:3]=[CH:4][C:5]([OH:17])=[C:6]([C:8](=[O:16])[CH2:9][C:10]2[CH:15]=[CH:14][CH:13]=[CH:12][CH:11]=2)[CH:7]=1.[C:18](OC(=O)CC)(=O)[CH2:19][CH3:20].Cl. Product: [CH2:19]([C:20]1[O:17][C:5]2[C:6]([C:8](=[O:16])[C:9]=1[C:10]1[CH:15]=[CH:14][CH:13]=[CH:12][CH:11]=1)=[CH:7][C:2]([F:1])=[CH:3][CH:4]=2)[CH3:18]. The catalyst class is: 66. (7) Reactant: Cl.[NH2:2][OH:3].CCN(CC)CC.[O:11]1[CH2:16][CH2:15][CH2:14][CH2:13][CH:12]1[O:17][CH2:18][C:19]1[CH:26]=[CH:25][C:22]([C:23]#[N:24])=[CH:21][CH:20]=1. Product: [OH:3][N:2]=[C:23]([C:22]1[CH:21]=[CH:20][C:19]([CH2:18][O:17][CH:12]2[CH2:13][CH2:14][CH2:15][CH2:16][O:11]2)=[CH:26][CH:25]=1)[NH2:24]. The catalyst class is: 14.